Dataset: Peptide-MHC class II binding affinity with 134,281 pairs from IEDB. Task: Regression. Given a peptide amino acid sequence and an MHC pseudo amino acid sequence, predict their binding affinity value. This is MHC class II binding data. (1) The peptide sequence is RPGLLIGFGLRTLWS. The MHC is DRB1_0701 with pseudo-sequence DRB1_0701. The binding affinity (normalized) is 0.750. (2) The peptide sequence is VLEWRFDSRLAFHHV. The MHC is HLA-DPA10201-DPB11401 with pseudo-sequence HLA-DPA10201-DPB11401. The binding affinity (normalized) is 0.178. (3) The peptide sequence is AGKATTEEQKLIEKI. The MHC is DRB1_1501 with pseudo-sequence DRB1_1501. The binding affinity (normalized) is 0.0400. (4) The peptide sequence is GELQIRDKIDAAFKI. The MHC is DRB4_0101 with pseudo-sequence DRB4_0103. The binding affinity (normalized) is 0.617. (5) The peptide sequence is RDIFLSQHHPSSLLL. The MHC is DRB1_0404 with pseudo-sequence DRB1_0404. The binding affinity (normalized) is 0.283.